Predict the reactants needed to synthesize the given product. From a dataset of Full USPTO retrosynthesis dataset with 1.9M reactions from patents (1976-2016). (1) Given the product [F:8][C:6]1[CH:5]=[C:4]([C:9]2[C:13]([CH:14]=[C:15]3[S:19][C:18](=[O:20])[N:17]([CH2:34][CH3:35])[C:16]3=[O:21])=[CH:12][N:11]([C:22]3[CH:23]=[CH:24][CH:25]=[CH:26][CH:27]=3)[N:10]=2)[CH:3]=[C:2]([F:1])[CH:7]=1, predict the reactants needed to synthesize it. The reactants are: [F:1][C:2]1[CH:3]=[C:4]([C:9]2[C:13]([CH:14]=[C:15]3[S:19][C:18](=[O:20])[NH:17][C:16]3=[O:21])=[CH:12][N:11]([C:22]3[CH:27]=[CH:26][CH:25]=[CH:24][CH:23]=3)[N:10]=2)[CH:5]=[C:6]([F:8])[CH:7]=1.C(=O)([O-])[O-].[Na+].[Na+].[CH2:34](Br)[CH3:35].O. (2) Given the product [CH2:1]([NH:6][C:7]([NH:9][C:10]1[N:15]=[N:14][C:13]([N:16]2[CH2:17][CH2:18][N:19]([C:22](=[O:23])[C:24]3[CH:29]=[CH:28][CH:27]=[CH:26][C:25]=3[C:30]([F:33])([F:32])[F:31])[CH2:20][CH2:21]2)=[CH:12][CH:11]=1)=[O:8])[CH2:2][CH2:3][CH2:4][CH3:5], predict the reactants needed to synthesize it. The reactants are: [CH2:1]([N:6]=[C:7]=[O:8])[CH2:2][CH2:3][CH2:4][CH3:5].[NH2:9][C:10]1[N:15]=[N:14][C:13]([N:16]2[CH2:21][CH2:20][N:19]([C:22]([C:24]3[CH:29]=[CH:28][CH:27]=[CH:26][C:25]=3[C:30]([F:33])([F:32])[F:31])=[O:23])[CH2:18][CH2:17]2)=[CH:12][CH:11]=1. (3) Given the product [CH2:23]([N:21]1[C:22]2[CH:4]=[CH:3][CH:2]=[CH:1][C:13]=2[C:5]2[C:20]1=[CH:9][CH:8]=[CH:7][CH:6]=2)[CH3:14], predict the reactants needed to synthesize it. The reactants are: [CH:1]1[C:13]2NC3[C:6](=[CH:7][CH:8]=[CH:9]C=3)[C:5]=2[CH:4]=[CH:3][CH:2]=1.[C:14]([O-])([O-])=O.[Cs+].[Cs+].[CH3:20][N:21]([CH:23]=O)[CH3:22]. (4) Given the product [N:15]1([C@@H:12]2[CH2:13][CH2:14][N:10]([C:8]3[S:9][C:5]4[CH:4]=[C:3]([OH:2])[CH:22]=[CH:21][C:6]=4[N:7]=3)[CH2:11]2)[CH2:20][CH2:19][CH2:18][CH2:17][CH2:16]1, predict the reactants needed to synthesize it. The reactants are: C[O:2][C:3]1[CH:22]=[CH:21][C:6]2[N:7]=[C:8]([N:10]3[CH2:14][CH2:13][C@@H:12]([N:15]4[CH2:20][CH2:19][CH2:18][CH2:17][CH2:16]4)[CH2:11]3)[S:9][C:5]=2[CH:4]=1.B(Br)(Br)Br.CCCCCCC.C(=O)([O-])[O-].[Na+].[Na+]. (5) Given the product [C:1]([O:5][C:6](=[O:16])[NH:7][C:8]1[CH:9]=[N:10][C:11]([CH2:14][N:17]=[N+:18]=[N-:19])=[CH:12][CH:13]=1)([CH3:4])([CH3:3])[CH3:2], predict the reactants needed to synthesize it. The reactants are: [C:1]([O:5][C:6](=[O:16])[NH:7][C:8]1[CH:9]=[N:10][C:11]([CH2:14]O)=[CH:12][CH:13]=1)([CH3:4])([CH3:3])[CH3:2].[N-:17]=[N+:18]=[N-:19].[Na+].C(Br)(Br)(Br)Br.C1(P(C2C=CC=CC=2)C2C=CC=CC=2)C=CC=CC=1.C([O-])(O)=O.[Na+]. (6) Given the product [Br:1][C:2]1[CH:3]=[CH:4][C:5]([C:8]2[N:21]=[C:22]([C:23]3[CH:28]=[CH:27][CH:26]=[C:25]([Cl:29])[C:24]=3[F:30])[O:10][C:9]=2[C@@H:11]2[CH2:16][CH2:15][CH2:14][CH2:13][C@H:12]2[C:17]([O:19][CH3:20])=[O:18])=[CH:6][CH:7]=1, predict the reactants needed to synthesize it. The reactants are: [Br:1][C:2]1[CH:7]=[CH:6][C:5]([CH:8]([NH:21][C:22](=O)[C:23]2[CH:28]=[CH:27][CH:26]=[C:25]([Cl:29])[C:24]=2[F:30])[C:9]([C@@H:11]2[CH2:16][CH2:15][CH2:14][CH2:13][C@H:12]2[C:17]([O:19][CH3:20])=[O:18])=[O:10])=[CH:4][CH:3]=1.P(Cl)(Cl)(Cl)=O. (7) Given the product [F:1][C:2]1[CH:7]=[CH:6][C:5]([S:8]([C:16]2[CH:15]=[C:14]([OH:17])[CH:13]=[CH:12][C:11]=2[OH:18])(=[O:10])=[O:9])=[CH:4][CH:3]=1, predict the reactants needed to synthesize it. The reactants are: [F:1][C:2]1[CH:7]=[CH:6][C:5]([S:8]([OH:10])=[O:9])=[CH:4][CH:3]=1.[C:11]1(=[O:18])[CH:16]=[CH:15][C:14](=[O:17])[CH:13]=[CH:12]1. (8) Given the product [N:1]1[N:2]=[C:3]([C:9]2[CH:15]=[CH:14][C:12]([NH:13][C:17]3[CH:18]=[CH:19][C:20]4[CH2:21][N:22]([CH2:34][CH2:35][OH:36])[CH2:23][C@@H:24]([C:28]5[CH:33]=[CH:32][CH:31]=[CH:30][CH:29]=5)[O:25][C:26]=4[N:27]=3)=[CH:11][CH:10]=2)[N:4]2[CH2:8][CH2:7][CH2:6][C:5]=12, predict the reactants needed to synthesize it. The reactants are: [N:1]1[N:2]=[C:3]([C:9]2[CH:15]=[CH:14][C:12]([NH2:13])=[CH:11][CH:10]=2)[N:4]2[CH2:8][CH2:7][CH2:6][C:5]=12.Cl[C:17]1[CH:18]=[CH:19][C:20]2[CH2:21][N:22]([CH2:34][CH2:35][OH:36])[CH2:23][C@@H:24]([C:28]3[CH:33]=[CH:32][CH:31]=[CH:30][CH:29]=3)[O:25][C:26]=2[N:27]=1.C1(P(C2CCCCC2)C2C=CC=CC=2C2C=CC=CC=2)CCCCC1.C(=O)([O-])[O-].[Cs+].[Cs+]. (9) Given the product [CH:21]([S:18]([C:15]1[CH:14]=[CH:13][C:12]([C:9]2[N:10]=[C:11]3[C:3]([C:1]4[O:43][N:42]=[C:25]([C:26]5[CH:27]=[C:28]([CH:32]([NH:34][C:35](=[O:41])[O:36][C:37]([CH3:40])([CH3:39])[CH3:38])[CH3:33])[CH:29]=[CH:30][CH:31]=5)[CH:2]=4)=[CH:4][NH:5][C:6]3=[N:7][CH:8]=2)=[CH:17][CH:16]=1)(=[O:20])=[O:19])([CH3:23])[CH3:22], predict the reactants needed to synthesize it. The reactants are: [C:1]([C:3]1[C:11]2[C:6](=[N:7][CH:8]=[C:9]([C:12]3[CH:17]=[CH:16][C:15]([S:18]([CH:21]([CH3:23])[CH3:22])(=[O:20])=[O:19])=[CH:14][CH:13]=3)[N:10]=2)[NH:5][CH:4]=1)#[CH:2].Cl[C:25](=[N:42][OH:43])[C:26]1[CH:27]=[C:28]([CH:32]([NH:34][C:35](=[O:41])[O:36][C:37]([CH3:40])([CH3:39])[CH3:38])[CH3:33])[CH:29]=[CH:30][CH:31]=1.C(N(CC)CC)C.